This data is from Reaction yield outcomes from USPTO patents with 853,638 reactions. The task is: Predict the reaction yield, written as a fraction of the theoretical maximum amount of product (1.0 means a 100% yield; for example, 0.34 means a 34% yield). The reactants are C([O:3][C:4](=[O:17])[CH2:5][N:6]1[CH:10]=[C:9]([C:11]2([OH:16])[CH2:15][CH2:14][CH2:13][CH2:12]2)[N:8]=[N:7]1)C.[OH-].[Na+].C.OS([O-])(=O)=O.[Na+]. The catalyst is O.CCOC(C)=O. The product is [OH:16][C:11]1([C:9]2[N:8]=[N:7][N:6]([CH2:5][C:4]([OH:17])=[O:3])[CH:10]=2)[CH2:15][CH2:14][CH2:13][CH2:12]1. The yield is 0.870.